This data is from Retrosynthesis with 50K atom-mapped reactions and 10 reaction types from USPTO. The task is: Predict the reactants needed to synthesize the given product. (1) Given the product OC[C@@H](O)[C@H](c1ccccc1)n1ccc2cc(CCc3ccccc3)ccc21, predict the reactants needed to synthesize it. The reactants are: OC[C@@H](O)[C@H](c1ccccc1)n1ccc2cc(C#Cc3ccccc3)ccc21. (2) Given the product O=Cc1cc(/C=C/c2ccccc2)co1, predict the reactants needed to synthesize it. The reactants are: O=Cc1cc(Br)co1.OB(O)/C=C/c1ccccc1. (3) Given the product O=C(COC1CCC(Nc2ccc([N+](=O)[O-])c(C(F)(F)F)c2)CC1)N1CCN(CC2Cc3cc(C(F)(F)F)ccc3O2)CC1, predict the reactants needed to synthesize it. The reactants are: FC(F)(F)c1ccc2c(c1)CC(CN1CCNCC1)O2.O=C(O)COC1CCC(Nc2ccc([N+](=O)[O-])c(C(F)(F)F)c2)CC1. (4) Given the product Cn1ncc(C(=O)Nc2cccc(Oc3ccc4nc(NC(=O)C5CC5)nn4c3)c2)c1Cl, predict the reactants needed to synthesize it. The reactants are: Cn1ncc(C(=O)O)c1Cl.Nc1cccc(Oc2ccc3nc(NC(=O)C4CC4)nn3c2)c1. (5) Given the product Brc1cnc2ccc(N3CCNCC3)nn12, predict the reactants needed to synthesize it. The reactants are: CC(C)(C)OC(=O)N1CCN(c2ccc3ncc(Br)n3n2)CC1. (6) Given the product CCOC(=O)c1ccc(NC(=O)C(C2CCCCC2)n2c([C@@H](OC)c3ccccc3)nc3cc(F)c(F)cc32)cc1, predict the reactants needed to synthesize it. The reactants are: CCOC(=O)c1ccc(N)cc1.CO[C@@H](c1ccccc1)c1nc2cc(F)c(F)cc2n1C(C(=O)O)C1CCCCC1.